The task is: Regression. Given a peptide amino acid sequence and an MHC pseudo amino acid sequence, predict their binding affinity value. This is MHC class I binding data.. This data is from Peptide-MHC class I binding affinity with 185,985 pairs from IEDB/IMGT. The binding affinity (normalized) is 0. The MHC is H-2-Kb with pseudo-sequence H-2-Kb. The peptide sequence is FSNALGHDW.